Predict the product of the given reaction. From a dataset of Forward reaction prediction with 1.9M reactions from USPTO patents (1976-2016). (1) Given the reactants [NH2:1][C:2]1[CH:7]=[CH:6][C:5]([CH2:8][CH2:9][N:10]([CH2:28][CH2:29][O:30][C:31]2[CH:36]=[CH:35][C:34]([NH2:37])=[CH:33][CH:32]=2)[CH2:11][CH2:12][CH2:13][CH2:14][CH2:15][CH2:16][N:17]2[C:25](=[O:26])[C:24]3[C:19](=[CH:20][CH:21]=[CH:22][CH:23]=3)[C:18]2=[O:27])=[CH:4][CH:3]=1.CCN(C(C)C)C(C)C.[S:47](Cl)([CH3:50])(=[O:49])=[O:48], predict the reaction product. The product is: [O:27]=[C:18]1[C:19]2[C:24](=[CH:23][CH:22]=[CH:21][CH:20]=2)[C:25](=[O:26])[N:17]1[CH2:16][CH2:15][CH2:14][CH2:13][CH2:12][CH2:11][N:10]([CH2:9][CH2:8][C:5]1[CH:6]=[CH:7][C:2]([NH:1][S:47]([CH3:50])(=[O:49])=[O:48])=[CH:3][CH:4]=1)[CH2:28][CH2:29][O:30][C:31]1[CH:32]=[CH:33][C:34]([NH:37][S:47]([CH3:50])(=[O:49])=[O:48])=[CH:35][CH:36]=1. (2) Given the reactants [NH2:1][CH:2]1[CH:7]([C:8]([C:10]2[CH:15]=[CH:14][CH:13]=[C:12]([I:16])[CH:11]=2)=O)[CH:6]=[C:5]([C:17](=[O:25])[C:18]2[CH:23]=[CH:22][C:21]([Cl:24])=[CH:20][CH:19]=2)[CH:4]=[CH:3]1.C(N(CC)CC)C.[C:33](OC(=O)C)(=[O:35])[CH3:34], predict the reaction product. The product is: [Cl:24][C:21]1[CH:20]=[CH:19][C:18]([C:17]([C:5]2[CH:6]=[C:7]3[C:2](=[CH:3][CH:4]=2)[NH:1][C:33](=[O:35])[CH:34]=[C:8]3[C:10]2[CH:15]=[CH:14][CH:13]=[C:12]([I:16])[CH:11]=2)=[O:25])=[CH:23][CH:22]=1. (3) Given the reactants [H-].[Na+].[C:3]([O:7][C:8]([C:10]1[CH:20]=[C:19]([O:21][CH2:22][C:23]2[CH:28]=[CH:27][CH:26]=[CH:25][CH:24]=2)[C:13]2[CH2:14][CH:15]([CH2:17][OH:18])[O:16][C:12]=2[CH:11]=1)=[O:9])([CH3:6])([CH3:5])[CH3:4].[CH3:29]I, predict the reaction product. The product is: [C:3]([O:7][C:8]([C:10]1[CH:20]=[C:19]([O:21][CH2:22][C:23]2[CH:24]=[CH:25][CH:26]=[CH:27][CH:28]=2)[C:13]2[CH2:14][CH:15]([CH2:17][O:18][CH3:29])[O:16][C:12]=2[CH:11]=1)=[O:9])([CH3:6])([CH3:4])[CH3:5]. (4) Given the reactants BrC1C=C2C(C(N[C@H]3CCN(C(OC(C)(C)C)=O)C3)=N[C:8]([C:12]3C=CC=C[C:13]=3[OH:18])=N2)=CC=1.[OH:32][C:33]1[CH:38]=[CH:37][CH:36]=[CH:35][C:34]=1[C:39]1[N:48]=[C:47]([NH:49][C@H:50]2[CH2:54][CH2:53][N:52](C(OC(C)(C)C)=O)[CH2:51]2)[C:46]2[C:41](=[CH:42][CH:43]=[C:44](C#CCO)[CH:45]=2)[N:40]=1, predict the reaction product. The product is: [OH:18][CH2:13][CH2:12][CH2:8][C:43]1[CH:42]=[C:41]2[C:46]([C:47]([NH:49][C@H:50]3[CH2:54][CH2:53][NH:52][CH2:51]3)=[N:48][C:39]([C:34]3[CH:35]=[CH:36][CH:37]=[CH:38][C:33]=3[OH:32])=[N:40]2)=[CH:45][CH:44]=1. (5) The product is: [C:20]([C:19]1[CH:22]=[CH:23][C:16]([CH:2]2[CH2:7][CH2:6][N:5]([C:8]([O:10][C:11]([CH3:14])([CH3:13])[CH3:12])=[O:9])[CH2:4][CH2:3]2)=[N:17][CH:18]=1)#[N:21]. Given the reactants I[CH:2]1[CH2:7][CH2:6][N:5]([C:8]([O:10][C:11]([CH3:14])([CH3:13])[CH3:12])=[O:9])[CH2:4][CH2:3]1.Br[C:16]1[CH:23]=[CH:22][C:19]([C:20]#[N:21])=[CH:18][N:17]=1.CCN(C(C)C)C(C)C, predict the reaction product. (6) Given the reactants N#N.Cl.Cl.[Br:5][C:6]1[CH:11]=[CH:10][C:9]([CH2:12][C@H:13]([C:15]2[NH:19][C:18]3[CH:20]=[CH:21][C:22]([C:24]([F:27])([F:26])[F:25])=[CH:23][C:17]=3[N:16]=2)[NH2:14])=[CH:8][CH:7]=1.[OH-].[Na+], predict the reaction product. The product is: [Br:5][C:6]1[CH:11]=[CH:10][C:9]([CH2:12][C@H:13]([C:15]2[NH:19][C:18]3[CH:20]=[CH:21][C:22]([C:24]([F:26])([F:25])[F:27])=[CH:23][C:17]=3[N:16]=2)[NH2:14])=[CH:8][CH:7]=1.